Dataset: Reaction yield outcomes from USPTO patents with 853,638 reactions. Task: Predict the reaction yield, written as a fraction of the theoretical maximum amount of product (1.0 means a 100% yield; for example, 0.34 means a 34% yield). (1) The reactants are [Cl:1][C:2]1[CH:16]=[CH:15][C:5]([O:6][C:7]2[CH:8]=[C:9]([CH:12]=[CH:13][CH:14]=2)[CH:10]=O)=[CH:4][CH:3]=1.[C@@H:17]1([NH2:27])[C:26]2[C:21](=[CH:22][CH:23]=[CH:24][CH:25]=2)[CH2:20][CH2:19][CH2:18]1.[BH4-].[Na+]. The catalyst is C(O)C. The product is [Cl:1][C:2]1[CH:16]=[CH:15][C:5]([O:6][C:7]2[CH:8]=[C:9]([CH:12]=[CH:13][CH:14]=2)[CH2:10][NH:27][C@@H:17]2[C:26]3[C:21](=[CH:22][CH:23]=[CH:24][CH:25]=3)[CH2:20][CH2:19][CH2:18]2)=[CH:4][CH:3]=1. The yield is 0.790. (2) The reactants are Cl.[NH2:2]O.C([O-])(O)=O.[Na+].[F:9][C:10]([F:20])([F:19])[C:11]([CH3:18])([CH3:17])[C:12](=[O:16])[CH2:13][C:14]#[N:15].Cl.[OH-].[Na+]. The catalyst is O.CO. The product is [F:9][C:10]([F:19])([F:20])[C:11]([C:12]1[O:16][N:15]=[C:14]([NH2:2])[CH:13]=1)([CH3:18])[CH3:17]. The yield is 0.406. (3) The reactants are [Cl:1][C:2]1[C:3]([CH3:29])=[C:4]([NH:10][C@H:11]([C@H:26]([OH:28])[CH3:27])[C:12]([NH:14][NH:15][C:16](=[O:25])[C:17]2[CH:22]=[CH:21][C:20]([C:23]#[N:24])=[CH:19][CH:18]=2)=O)[CH:5]=[CH:6][C:7]=1[C:8]#[N:9].S(Cl)(C1C=CC(C)=CC=1)(=O)=O.C(N=P1(N(CC)CC)N(C)CCCN1C)(C)(C)C. The catalyst is C1COCC1. The product is [Cl:1][C:2]1[C:3]([CH3:29])=[C:4]([NH:10][C@@H:11]([C:12]2[O:25][C:16]([C:17]3[CH:18]=[CH:19][C:20]([C:23]#[N:24])=[CH:21][CH:22]=3)=[N:15][N:14]=2)[C@H:26]([OH:28])[CH3:27])[CH:5]=[CH:6][C:7]=1[C:8]#[N:9]. The yield is 0.210. (4) The reactants are C(=O)([O-])[O-].[K+].[K+].Br[CH2:8][CH2:9][CH:10]([CH3:17])[CH2:11][CH2:12][CH2:13][CH:14]([CH3:16])[CH3:15].[OH:18][C:19]1[CH:28]=[CH:27][C:22]([C:23]([O:25][CH3:26])=[O:24])=[CH:21][CH:20]=1. The catalyst is CN(C)C=O. The product is [CH3:26][O:25][C:23](=[O:24])[C:22]1[CH:27]=[CH:28][C:19]([O:18][CH2:8][CH2:9][CH:10]([CH3:17])[CH2:11][CH2:12][CH2:13][CH:14]([CH3:16])[CH3:15])=[CH:20][CH:21]=1. The yield is 0.957.